Dataset: NCI-60 drug combinations with 297,098 pairs across 59 cell lines. Task: Regression. Given two drug SMILES strings and cell line genomic features, predict the synergy score measuring deviation from expected non-interaction effect. (1) Cell line: NCI-H226. Drug 1: C1CCN(CC1)CCOC2=CC=C(C=C2)C(=O)C3=C(SC4=C3C=CC(=C4)O)C5=CC=C(C=C5)O. Drug 2: COC1=C2C(=CC3=C1OC=C3)C=CC(=O)O2. Synergy scores: CSS=0.212, Synergy_ZIP=1.49, Synergy_Bliss=2.78, Synergy_Loewe=1.04, Synergy_HSA=-0.380. (2) Cell line: M14. Synergy scores: CSS=15.3, Synergy_ZIP=-4.16, Synergy_Bliss=0.157, Synergy_Loewe=-6.66, Synergy_HSA=-2.17. Drug 1: CC1CCC2CC(C(=CC=CC=CC(CC(C(=O)C(C(C(=CC(C(=O)CC(OC(=O)C3CCCCN3C(=O)C(=O)C1(O2)O)C(C)CC4CCC(C(C4)OC)O)C)C)O)OC)C)C)C)OC. Drug 2: CC(C)CN1C=NC2=C1C3=CC=CC=C3N=C2N. (3) Drug 1: CC(C)(C#N)C1=CC(=CC(=C1)CN2C=NC=N2)C(C)(C)C#N. Drug 2: C#CCC(CC1=CN=C2C(=N1)C(=NC(=N2)N)N)C3=CC=C(C=C3)C(=O)NC(CCC(=O)O)C(=O)O. Cell line: NCI-H322M. Synergy scores: CSS=-2.20, Synergy_ZIP=1.96, Synergy_Bliss=2.18, Synergy_Loewe=-1.56, Synergy_HSA=-1.36. (4) Drug 1: C1=CN(C(=O)N=C1N)C2C(C(C(O2)CO)O)O.Cl. Drug 2: CN(CCCl)CCCl.Cl. Cell line: CCRF-CEM. Synergy scores: CSS=74.9, Synergy_ZIP=-0.745, Synergy_Bliss=-1.33, Synergy_Loewe=-4.82, Synergy_HSA=0.435. (5) Drug 1: C1CC(C1)(C(=O)O)C(=O)O.[NH2-].[NH2-].[Pt+2]. Drug 2: CC12CCC3C(C1CCC2OP(=O)(O)O)CCC4=C3C=CC(=C4)OC(=O)N(CCCl)CCCl.[Na+]. Cell line: RPMI-8226. Synergy scores: CSS=19.2, Synergy_ZIP=-4.73, Synergy_Bliss=-2.71, Synergy_Loewe=-23.6, Synergy_HSA=-3.33. (6) Drug 1: CCN(CC)CCCC(C)NC1=C2C=C(C=CC2=NC3=C1C=CC(=C3)Cl)OC. Drug 2: CCC1(C2=C(COC1=O)C(=O)N3CC4=CC5=C(C=CC(=C5CN(C)C)O)N=C4C3=C2)O.Cl. Cell line: KM12. Synergy scores: CSS=22.6, Synergy_ZIP=-8.19, Synergy_Bliss=-1.03, Synergy_Loewe=-6.66, Synergy_HSA=-1.85.